Dataset: Full USPTO retrosynthesis dataset with 1.9M reactions from patents (1976-2016). Task: Predict the reactants needed to synthesize the given product. (1) Given the product [CH2:1]([N:8]([CH2:27][CH:28]([F:30])[F:29])[C:9]1[CH:14]=[CH:13][C:12]([C:39]2[C:34]([C:31]([OH:33])=[O:32])=[CH:35][CH:36]=[C:37]([F:40])[CH:38]=2)=[CH:11][C:10]=1[NH:16][C:17]([NH:19][C:20]1[CH:25]=[CH:24][C:23]([CH3:26])=[CH:22][CH:21]=1)=[O:18])[C:2]1[CH:7]=[CH:6][CH:5]=[CH:4][CH:3]=1, predict the reactants needed to synthesize it. The reactants are: [CH2:1]([N:8]([CH2:27][CH:28]([F:30])[F:29])[C:9]1[CH:14]=[CH:13][C:12](Br)=[CH:11][C:10]=1[NH:16][C:17]([NH:19][C:20]1[CH:25]=[CH:24][C:23]([CH3:26])=[CH:22][CH:21]=1)=[O:18])[C:2]1[CH:7]=[CH:6][CH:5]=[CH:4][CH:3]=1.[C:31]([C:34]1[CH:39]=[CH:38][C:37]([F:40])=[CH:36][C:35]=1B(O)O)([OH:33])=[O:32].C(N(CCC(F)(F)F)C1C=CC(Br)=CC=1NC(NC1C=CC(C)=CC=1)=O)C1C=CC=CC=1. (2) Given the product [C:34]([C:61]1[CH:62]=[CH:63][C:64]([NH:67][C:6]([N:8]2[CH2:9][CH2:10][N:11]([C:14]3[C:23]4[C:18](=[CH:19][C:20]([CH3:71])=[C:21]([O:24][CH3:25])[CH:22]=4)[N:17]=[CH:16][N:15]=3)[CH2:12][CH2:13]2)=[O:7])=[CH:65][CH:66]=1)#[N:36], predict the reactants needed to synthesize it. The reactants are: C(O[C:6]([N:8]1[CH2:13][CH2:12][N:11]([C:14]2[C:23]3[C:18](=[CH:19][C:20](OCC)=[C:21]([O:24][CH3:25])[CH:22]=3)[N:17]=[CH:16][N:15]=2)[CH2:10][CH2:9]1)=[O:7])(C)(C)C.C(O[C:34]([N:36]1CCN(C2C3C(=CC(F)=C(F)C=3)N=CN=2)CC1)=O)(C)(C)C.O([C:61]1[CH:66]=[CH:65][C:64]([N:67]=C=O)=[CH:63][CH:62]=1)C1C=CC=CC=1.[N-]=[C:71]=O.[N-]=C=S.